This data is from Catalyst prediction with 721,799 reactions and 888 catalyst types from USPTO. The task is: Predict which catalyst facilitates the given reaction. Reactant: C(O)(C(F)(F)F)=O.[C:8]([NH:11][C:12]1[CH:13]=[C:14]([CH:18]2[CH2:23][CH2:22][N:21]([CH2:24][CH2:25][CH2:26][NH:27]C(=O)OC(C)(C)C)[CH2:20][CH2:19]2)[CH:15]=[CH:16][CH:17]=1)(=[O:10])[CH3:9].[OH-].[K+]. Product: [NH2:27][CH2:26][CH2:25][CH2:24][N:21]1[CH2:22][CH2:23][CH:18]([C:14]2[CH:13]=[C:12]([NH:11][C:8](=[O:10])[CH3:9])[CH:17]=[CH:16][CH:15]=2)[CH2:19][CH2:20]1. The catalyst class is: 4.